Dataset: Forward reaction prediction with 1.9M reactions from USPTO patents (1976-2016). Task: Predict the product of the given reaction. (1) Given the reactants S([O-])([O-])(=O)=O.[Na+].[Na+].[NH2:8][C:9]1[CH:17]=[CH:16][C:12]2[N:13]=[CH:14][S:15][C:11]=2[CH:10]=1.[O:18]=[CH:19][C:20](Cl)(Cl)Cl.Cl.[OH:25][NH2:26], predict the reaction product. The product is: [S:15]1[C:11]2[CH:10]=[C:9]([NH:8][C:19](=[O:18])[CH:20]=[N:26][OH:25])[CH:17]=[CH:16][C:12]=2[N:13]=[CH:14]1. (2) Given the reactants [CH3:1][C:2]1[CH:10]=[CH:9][C:5]2[N:6]=[CH:7][NH:8][C:4]=2[C:3]=1[N+:11]([O-])=O.CO.[H][H], predict the reaction product. The product is: [NH2:11][C:3]1[C:4]2[NH:8][CH:7]=[N:6][C:5]=2[CH:9]=[CH:10][C:2]=1[CH3:1]. (3) The product is: [C:15]([O:14][C:12]([NH:11][C:9]1[O:10][C:4]2[C:5](=[N:6][CH:7]=[C:2]([CH3:23])[CH:3]=2)[C:8]=1[C:19]([O:21][CH3:22])=[O:20])=[O:13])([CH3:18])([CH3:17])[CH3:16]. Given the reactants Br[C:2]1[CH:3]=[C:4]2[O:10][C:9]([NH:11][C:12]([O:14][C:15]([CH3:18])([CH3:17])[CH3:16])=[O:13])=[C:8]([C:19]([O:21][CH3:22])=[O:20])[C:5]2=[N:6][CH:7]=1.[CH3:23]B1OB(C)OB(C)O1.C([O-])([O-])=O.[Cs+].[Cs+], predict the reaction product. (4) Given the reactants [CH2:1]([C:19]([CH2:21][CH2:22][CH2:23][CH2:24][CH2:25][CH2:26][CH2:27][CH2:28]/[CH:29]=[CH:30]\[CH2:31]/[CH:32]=[CH:33]\[CH2:34][CH2:35][CH2:36][CH2:37][CH3:38])=[O:20])[CH2:2][CH2:3][CH2:4][CH2:5][CH2:6][CH2:7][CH2:8]/[CH:9]=[CH:10]\[CH2:11]/[CH:12]=[CH:13]\[CH2:14][CH2:15][CH2:16][CH2:17][CH3:18].[CH2:39]([OH:45])[CH2:40][CH:41]([OH:44])[CH2:42]O.C1(C)C=CC(S([O-])(=O)=O)=CC=1.[NH+]1C=CC=CC=1, predict the reaction product. The product is: [CH2:1]([C:19]1([CH2:21][CH2:22][CH2:23][CH2:24][CH2:25][CH2:26][CH2:27][CH2:28]/[CH:29]=[CH:30]\[CH2:31]/[CH:32]=[CH:33]\[CH2:34][CH2:35][CH2:36][CH2:37][CH3:38])[O:44][CH:41]([CH2:40][CH2:39][OH:45])[CH2:42][O:20]1)[CH2:2][CH2:3][CH2:4][CH2:5][CH2:6][CH2:7][CH2:8]/[CH:9]=[CH:10]\[CH2:11]/[CH:12]=[CH:13]\[CH2:14][CH2:15][CH2:16][CH2:17][CH3:18].